This data is from Forward reaction prediction with 1.9M reactions from USPTO patents (1976-2016). The task is: Predict the product of the given reaction. (1) Given the reactants [H-].[Al+3].[Li+].[H-].[H-].[H-].C([O:9][C:10](=O)[CH2:11][CH:12]1[C:17](=O)[NH:16][CH2:15][CH2:14][N:13]1[CH2:19][C:20]1[CH:25]=[CH:24][CH:23]=[CH:22][CH:21]=1)C.[OH-].[Na+], predict the reaction product. The product is: [CH2:19]([N:13]1[CH2:14][CH2:15][NH:16][CH2:17][CH:12]1[CH2:11][CH2:10][OH:9])[C:20]1[CH:21]=[CH:22][CH:23]=[CH:24][CH:25]=1. (2) Given the reactants [F:1][C:2]([F:29])([F:28])[C:3]1[CH:8]=[CH:7][C:6]([C:9]2[CH:14]=[CH:13][CH:12]=[CH:11][C:10]=2[C:15]([NH:17][C:18]2[CH:23]=[CH:22][C:21]([CH2:24][C:25]([OH:27])=O)=[CH:20][CH:19]=2)=[O:16])=[CH:5][CH:4]=1.C1C=CC2N(O)N=NC=2C=1.CCN=C=NCCCN(C)C.Cl.[CH3:52][C:53]1[CH:58]=[CH:57][N:56]=[C:55]([NH2:59])[CH:54]=1, predict the reaction product. The product is: [CH3:52][C:53]1[CH:58]=[CH:57][N:56]=[C:55]([NH:59][C:25](=[O:27])[CH2:24][C:21]2[CH:20]=[CH:19][C:18]([NH:17][C:15]([C:10]3[C:9]([C:6]4[CH:7]=[CH:8][C:3]([C:2]([F:28])([F:1])[F:29])=[CH:4][CH:5]=4)=[CH:14][CH:13]=[CH:12][CH:11]=3)=[O:16])=[CH:23][CH:22]=2)[CH:54]=1.